This data is from Forward reaction prediction with 1.9M reactions from USPTO patents (1976-2016). The task is: Predict the product of the given reaction. (1) Given the reactants [C:1]([C:4]1[C:5]([CH3:13])=[C:6]([C:11]#[N:12])[N:7]([CH3:10])[C:8]=1[CH3:9])(=[O:3])[CH3:2].C(O[CH:19](N(C)C)[N:20]([CH3:22])[CH3:21])(C)(C)C.C(OCC)C, predict the reaction product. The product is: [CH3:19][N:20]([CH3:22])[CH:21]=[CH:2][C:1]([C:4]1[C:5]([CH3:13])=[C:6]([C:11]#[N:12])[N:7]([CH3:10])[C:8]=1[CH3:9])=[O:3]. (2) Given the reactants [CH3:1][O:2][C:3](=[O:7])[CH2:4][CH:5]=[CH2:6].[Cl:8][C:9]([Cl:14])(Cl)[C:10](Cl)=[O:11], predict the reaction product. The product is: [CH3:1][O:2][C:3](=[O:7])[CH2:4][CH:5]1[CH2:6][C:10](=[O:11])[C:9]1([Cl:14])[Cl:8]. (3) Given the reactants [Br:1][C:2]1[C:3]([C:13]2[CH:18]=[CH:17][CH:16]=[CH:15][CH:14]=2)=[CH:4][C:5]2[NH:10][C:9](=O)[CH2:8][O:7][C:6]=2[N:12]=1.COC1C=CC(P2(SP(C3C=CC(OC)=CC=3)(=S)S2)=[S:28])=CC=1, predict the reaction product. The product is: [Br:1][C:2]1[C:3]([C:13]2[CH:18]=[CH:17][CH:16]=[CH:15][CH:14]=2)=[CH:4][C:5]2[NH:10][C:9](=[S:28])[CH2:8][O:7][C:6]=2[N:12]=1. (4) Given the reactants [CH3:1][C:2]1[N:7]=[CH:6][C:5]([N:8]2[CH:12]=[C:11]([C:13]3[S:14][CH:15]=[CH:16][N:17]=3)[N:10]=[C:9]2[C:18]2[CH:23]=[CH:22][C:21]([NH:24][C:25]3[C:30]([NH2:31])=[CH:29][CH:28]=[CH:27][N:26]=3)=[CH:20][CH:19]=2)=[CH:4][CH:3]=1.[CH3:32][O:33][CH2:34][C:35](O)=O.COCC(Cl)=O.CS(O)(=O)=O.C([O-])(O)=O.[Na+], predict the reaction product. The product is: [CH3:32][O:33][CH2:34][C:35]1[N:24]([C:21]2[CH:20]=[CH:19][C:18]([C:9]3[N:8]([C:5]4[CH:6]=[N:7][C:2]([CH3:1])=[CH:3][CH:4]=4)[CH:12]=[C:11]([C:13]4[S:14][CH:15]=[CH:16][N:17]=4)[N:10]=3)=[CH:23][CH:22]=2)[C:25]2=[N:26][CH:27]=[CH:28][CH:29]=[C:30]2[N:31]=1.